Dataset: Forward reaction prediction with 1.9M reactions from USPTO patents (1976-2016). Task: Predict the product of the given reaction. Given the reactants [F:1][C:2]1[CH:7]=[CH:6][C:5]([NH:8][C:9]2[CH:14]=[CH:13][C:12]([CH2:15][C:16]#[N:17])=[CH:11][C:10]=2[C:18]2[C:19]3[CH:28]=[CH:27][NH:26][C:20]=3[C:21](=[O:25])[N:22]([CH3:24])[CH:23]=2)=[CH:4][CH:3]=1.[CH2:29]=O, predict the reaction product. The product is: [F:1][C:2]1[CH:7]=[CH:6][C:5]([N:8]2[CH2:29][C:28]3[C:19]4=[C:20]([C:21](=[O:25])[N:22]([CH3:24])[CH:23]=[C:18]4[C:10]4[CH:11]=[C:12]([CH2:15][C:16]#[N:17])[CH:13]=[CH:14][C:9]2=4)[NH:26][CH:27]=3)=[CH:4][CH:3]=1.